Dataset: Forward reaction prediction with 1.9M reactions from USPTO patents (1976-2016). Task: Predict the product of the given reaction. (1) Given the reactants [Cl:1][C:2]1[CH:3]=[C:4]([C:8]2[CH:30]=[C:11]3[N:12]=[C:13]([CH3:29])[C:14]([C:23](=[O:28])[C:24]([O:26][CH3:27])=[O:25])=[C:15]([C:16]4[CH:21]=[CH:20][C:19]([CH3:22])=[CH:18][CH:17]=4)[N:10]3[N:9]=2)[CH:5]=[CH:6][CH:7]=1.CB1N2CCC[C@@H]2C(C2C=CC=CC=2)(C2C=CC=CC=2)O1.C1(C)C=CC=CC=1.C1COCC1, predict the reaction product. The product is: [Cl:1][C:2]1[CH:3]=[C:4]([C:8]2[CH:30]=[C:11]3[N:12]=[C:13]([CH3:29])[C:14]([C@H:23]([OH:28])[C:24]([O:26][CH3:27])=[O:25])=[C:15]([C:16]4[CH:17]=[CH:18][C:19]([CH3:22])=[CH:20][CH:21]=4)[N:10]3[N:9]=2)[CH:5]=[CH:6][CH:7]=1. (2) Given the reactants [CH3:1][O:2][C:3]1[CH:8]=[CH:7][C:6]([CH:9]=[C:10](Br)Br)=[C:5]([O:13][CH3:14])[CH:4]=1.C([Li])CCC.O, predict the reaction product. The product is: [CH3:1][O:2][C:3]1[CH:8]=[CH:7][C:6]([C:9]#[CH:10])=[C:5]([O:13][CH3:14])[CH:4]=1. (3) Given the reactants [O:1]1[C:5]2([CH2:10][CH2:9][CH:8]([C:11]([OH:13])=O)[CH2:7][CH2:6]2)[O:4][CH2:3][CH2:2]1.C([N:16](CC)CC)C.ClC(OCCC)=O.N, predict the reaction product. The product is: [O:1]1[C:5]2([CH2:10][CH2:9][CH:8]([C:11]([NH2:16])=[O:13])[CH2:7][CH2:6]2)[O:4][CH2:3][CH2:2]1. (4) The product is: [F:1][C:2]1[CH:34]=[C:33]([F:35])[CH:32]=[CH:31][C:3]=1[O:4][C:5]1[N:10]=[C:9]2[N:11]([CH2:22][O:23][C:48](=[O:49])[CH:44]([NH:43][C:36]([O:38][C:39]([CH3:40])([CH3:42])[CH3:41])=[O:37])[CH:45]([CH3:47])[CH3:46])[N:12]=[C:13]([C:14]3[CH:19]=[C:18]([F:20])[CH:17]=[CH:16][C:15]=3[F:21])[C:8]2=[C:7]([NH:24][CH2:25][CH2:26][S:27]([CH3:30])(=[O:28])=[O:29])[N:6]=1. Given the reactants [F:1][C:2]1[CH:34]=[C:33]([F:35])[CH:32]=[CH:31][C:3]=1[O:4][C:5]1[N:10]=[C:9]2[N:11]([CH2:22][OH:23])[N:12]=[C:13]([C:14]3[CH:19]=[C:18]([F:20])[CH:17]=[CH:16][C:15]=3[F:21])[C:8]2=[C:7]([NH:24][CH2:25][CH2:26][S:27]([CH3:30])(=[O:29])=[O:28])[N:6]=1.[C:36]([NH:43][C@H:44]([C:48](O)=[O:49])[CH:45]([CH3:47])[CH3:46])([O:38][C:39]([CH3:42])([CH3:41])[CH3:40])=[O:37].CN(C1C=CC=CN=1)C.C(N(CC)CC)C.ClC(OC(C)=C)=O, predict the reaction product. (5) The product is: [Si:27]([O:26][C:23]1[CH:22]=[CH:21][C:20]([C@H:9]2[N:10]([C:13]3[CH:18]=[CH:17][C:16]([I:19])=[CH:15][CH:14]=3)[C:11](=[O:12])[C@@H:8]2[CH2:7][CH2:6][C@@H:5]([C:34]2[CH:35]=[CH:36][C:37]([F:40])=[CH:38][CH:39]=2)[OH:4])=[CH:25][CH:24]=1)([C:30]([CH3:33])([CH3:32])[CH3:31])([CH3:29])[CH3:28]. Given the reactants C([O:4][C@H:5]([C:34]1[CH:39]=[CH:38][C:37]([F:40])=[CH:36][CH:35]=1)[CH2:6][CH2:7][C@H:8]1[C:11](=[O:12])[N:10]([C:13]2[CH:18]=[CH:17][C:16]([I:19])=[CH:15][CH:14]=2)[C@@H:9]1[C:20]1[CH:25]=[CH:24][C:23]([O:26][Si:27]([C:30]([CH3:33])([CH3:32])[CH3:31])([CH3:29])[CH3:28])=[CH:22][CH:21]=1)(=O)C.[C-]#N.[Na+], predict the reaction product. (6) Given the reactants Cl[CH2:2][O:3][C:4](=[O:31])[N:5]([C:28](=[O:30])[CH3:29])[CH2:6][C@@H:7]1[O:11][C:10](=[O:12])[N:9]([C:13]2[CH:18]=[CH:17][C:16]([CH:19]3[CH2:24][CH2:23][S:22](=[O:26])(=[O:25])[CH2:21][CH2:20]3)=[C:15]([F:27])[CH:14]=2)[CH2:8]1.[I-].[Na+].[Cs].[C:35]([N:42]1[CH2:50][CH2:49][CH:45]([C:46]([OH:48])=[O:47])[CH2:44][CH2:43]1)([O:37][C:38]([CH3:41])([CH3:40])[CH3:39])=[O:36], predict the reaction product. The product is: [C:38]([O:37][C:35]([N:42]1[CH2:50][CH2:49][CH:45]([C:46]([O:48][CH2:2][O:3][C:4](=[O:31])[N:5]([C:28](=[O:30])[CH3:29])[CH2:6][C@@H:7]2[O:11][C:10](=[O:12])[N:9]([C:13]3[CH:18]=[CH:17][C:16]([CH:19]4[CH2:24][CH2:23][S:22](=[O:26])(=[O:25])[CH2:21][CH2:20]4)=[C:15]([F:27])[CH:14]=3)[CH2:8]2)=[O:47])[CH2:44][CH2:43]1)=[O:36])([CH3:41])([CH3:39])[CH3:40]. (7) Given the reactants [NH2:1][CH2:2][C:3]1([CH2:7][NH:8][C:9]2[C:18]3[C:13](=[CH:14][CH:15]=[C:16]([CH3:19])[CH:17]=3)[N:12]=[C:11]([N:20]3[CH2:26][C:25]4[CH:27]=[CH:28][CH:29]=[CH:30][C:24]=4[S:23](=[O:32])(=[O:31])[CH2:22][CH2:21]3)[CH:10]=2)[CH2:6][O:5][CH2:4]1.[C:33](OC(=O)C)(=[O:35])[CH3:34], predict the reaction product. The product is: [O:31]=[S:23]1(=[O:32])[C:24]2[CH:30]=[CH:29][CH:28]=[CH:27][C:25]=2[CH2:26][N:20]([C:11]2[CH:10]=[C:9]([NH:8][CH2:7][C:3]3([CH2:2][NH:1][C:33](=[O:35])[CH3:34])[CH2:6][O:5][CH2:4]3)[C:18]3[C:13](=[CH:14][CH:15]=[C:16]([CH3:19])[CH:17]=3)[N:12]=2)[CH2:21][CH2:22]1. (8) Given the reactants [N+:1]([C:4]1[CH:9]=[CH:8][C:7]([C:10]2[NH:11][CH:12]=[CH:13][N:14]=2)=[CH:6][CH:5]=1)([O-])=O, predict the reaction product. The product is: [NH:11]1[CH:12]=[CH:13][N:14]=[C:10]1[C:7]1[CH:8]=[CH:9][C:4]([NH2:1])=[CH:5][CH:6]=1. (9) Given the reactants [CH3:1][O:2][C:3]1[CH:4]=[C:5]2[C:10](=[CH:11][C:12]=1[O:13][CH3:14])[N:9]=[CH:8][N:7]=[C:6]2[O:15][C:16]1[CH:22]=[CH:21][C:19]([NH2:20])=[C:18]([O:23][CH3:24])[CH:17]=1.C(N(CC)CC)C.ClC(Cl)(O[C:36](=[O:42])OC(Cl)(Cl)Cl)Cl.[CH2:44]([N:46]([CH2:50][CH3:51])[CH2:47][CH2:48][NH2:49])[CH3:45], predict the reaction product. The product is: [CH2:44]([N:46]([CH2:50][CH3:51])[CH2:47][CH2:48][NH:49][C:36]([NH:20][C:19]1[CH:21]=[CH:22][C:16]([O:15][C:6]2[C:5]3[C:10](=[CH:11][C:12]([O:13][CH3:14])=[C:3]([O:2][CH3:1])[CH:4]=3)[N:9]=[CH:8][N:7]=2)=[CH:17][C:18]=1[O:23][CH3:24])=[O:42])[CH3:45].